From a dataset of Forward reaction prediction with 1.9M reactions from USPTO patents (1976-2016). Predict the product of the given reaction. (1) The product is: [CH3:25][O:24][C:22](=[O:23])[CH2:21][CH:16]([C:13]1[CH:14]=[CH:15][C:10]([Br:9])=[CH:11][C:12]=1[CH3:19])[C:17]#[N:18]. Given the reactants C([N-]C(C)C)(C)C.[Li+].[Br:9][C:10]1[CH:15]=[CH:14][C:13]([CH2:16][C:17]#[N:18])=[C:12]([CH3:19])[CH:11]=1.Br[CH2:21][C:22]([O:24][CH3:25])=[O:23].[NH4+].[Cl-], predict the reaction product. (2) Given the reactants [Br:1][C:2]1[CH:8]=[C:7]([Cl:9])[CH:6]=[CH:5][C:3]=1N.Cl.N([O-])=O.[Na+].O(CC)C([S-])=[S:17].[K+].[OH-].[K+], predict the reaction product. The product is: [Br:1][C:2]1[CH:8]=[C:7]([Cl:9])[CH:6]=[CH:5][C:3]=1[SH:17]. (3) Given the reactants [Cl:1][C:2]1[CH:3]=[C:4]2[C:8](=[CH:9][CH:10]=1)[N:7]([C:11]1[N:15]([CH3:16])[N:14]=[C:13]([CH3:17])[C:12]=1[CH2:18][CH2:19][N:20]1[S:24](=[O:26])(=[O:25])[N:23](CC3C=CC(OC)=CC=3)[C:22](=[O:36])[C@H:21]1[CH:37]([CH3:39])[CH3:38])[CH:6]=[CH:5]2, predict the reaction product. The product is: [Cl:1][C:2]1[CH:3]=[C:4]2[C:8](=[CH:9][CH:10]=1)[N:7]([C:11]1[N:15]([CH3:16])[N:14]=[C:13]([CH3:17])[C:12]=1[CH2:18][CH2:19][N:20]1[S:24](=[O:26])(=[O:25])[NH:23][C:22](=[O:36])[C@H:21]1[CH:37]([CH3:39])[CH3:38])[CH:6]=[CH:5]2. (4) Given the reactants [CH3:1][O:2][C:3]1[CH:8]=[CH:7][C:6]([NH:9][C:10]2[C:19]3[C:14](=[CH:15][CH:16]=[CH:17][CH:18]=3)[N:13]=[C:12]([CH3:20])[N:11]=2)=[CH:5][CH:4]=1.[F:21][CH:22]([F:24])Cl.C(=O)([O-])[O-].[Cs+].[Cs+], predict the reaction product. The product is: [F:21][CH:22]([N:9]([C:6]1[CH:5]=[CH:4][C:3]([O:2][CH3:1])=[CH:8][CH:7]=1)[C:10]1[C:19]2[C:14](=[CH:15][CH:16]=[CH:17][CH:18]=2)[N:13]=[C:12]([CH3:20])[N:11]=1)[F:24]. (5) Given the reactants [CH3:1][O:2][C:3](=[O:37])[CH:4]([N:16]1[CH2:21][CH2:20][N:19](S(C2C=CC=CC=2[N+]([O-])=O)(=O)=O)[CH:18]([CH2:34][O:35][CH3:36])[CH2:17]1)[CH2:5][C:6]1[CH:15]=[CH:14][C:13]2[C:8](=[CH:9][CH:10]=[CH:11][CH:12]=2)[CH:7]=1.C(=O)([O-])[O-].[K+].[K+].SC1C=CC(O)=CC=1.Cl, predict the reaction product. The product is: [CH3:1][O:2][C:3](=[O:37])[CH:4]([N:16]1[CH2:21][CH2:20][NH:19][CH:18]([CH2:34][O:35][CH3:36])[CH2:17]1)[CH2:5][C:6]1[CH:15]=[CH:14][C:13]2[C:8](=[CH:9][CH:10]=[CH:11][CH:12]=2)[CH:7]=1.